The task is: Predict which catalyst facilitates the given reaction.. This data is from Catalyst prediction with 721,799 reactions and 888 catalyst types from USPTO. Reactant: [Cl:1][C:2]1[CH:8]=[C:7]([Cl:9])[CH:6]=[C:5]([N+:10]([O-])=O)[C:3]=1[NH2:4].[Cl:13][C:14]1[CH:19]=[CH:18][C:17]([CH:20]2[CH2:26][C:25](=O)[O:24][C:22](=[O:23])[CH2:21]2)=[CH:16][CH:15]=1. Product: [Cl:9][C:7]1[CH:8]=[C:2]([Cl:1])[C:3]2[N:4]=[C:25]([CH2:26][CH:20]([C:17]3[CH:16]=[CH:15][C:14]([Cl:13])=[CH:19][CH:18]=3)[CH2:21][C:22]([OH:24])=[O:23])[NH:10][C:5]=2[CH:6]=1.[ClH:1]. The catalyst class is: 12.